This data is from Full USPTO retrosynthesis dataset with 1.9M reactions from patents (1976-2016). The task is: Predict the reactants needed to synthesize the given product. (1) Given the product [NH2:30][C@@H:26]([CH2:25][O:24][CH2:17][C:18]1[CH:23]=[CH:22][CH:21]=[CH:20][CH:19]=1)[C:27]([NH:11][C:10]1[CH:12]=[CH:13][C:7]([O:6][C:5]2[CH:15]=[CH:16][C:2]([F:1])=[CH:3][CH:4]=2)=[CH:8][C:9]=1[CH3:14])=[O:28], predict the reactants needed to synthesize it. The reactants are: [F:1][C:2]1[CH:16]=[CH:15][C:5]([O:6][C:7]2[CH:13]=[CH:12][C:10]([NH2:11])=[C:9]([CH3:14])[CH:8]=2)=[CH:4][CH:3]=1.[CH2:17]([O:24][CH2:25][C@H:26]([NH:30]C(OC(C)(C)C)=O)[C:27](O)=[O:28])[C:18]1[CH:23]=[CH:22][CH:21]=[CH:20][CH:19]=1. (2) The reactants are: C(OC([N:8]1[CH2:13][CH:12]=[C:11]([C:14]2[CH:23]=[C:22]3[C:17]([CH2:18][CH:19]([CH3:38])[N:20]([C:24]4[CH:29]=[C:28]([N:30]5[CH2:35][CH2:34][N:33]([CH3:36])[CH2:32][CH2:31]5)[N:27]=[C:26]([NH2:37])[N:25]=4)[CH2:21]3)=[CH:16][CH:15]=2)[CH2:10][CH2:9]1)=O)(C)(C)C.[ClH:39].O1CCOCC1. Given the product [CH3:36][N:33]1[CH2:34][CH2:35][N:30]([C:28]2[CH:29]=[C:24]([N:20]3[CH:19]([CH3:38])[CH2:18][C:17]4[C:22](=[CH:23][C:14]([C:11]5[CH2:12][CH2:13][NH:8][CH2:9][CH:10]=5)=[CH:15][CH:16]=4)[CH2:21]3)[N:25]=[C:26]([NH2:37])[N:27]=2)[CH2:31][CH2:32]1.[ClH:39], predict the reactants needed to synthesize it. (3) Given the product [C:1]([O:5][C:6]([N:8]1[CH2:13][CH2:12][CH2:11][C@H:10]([C:14]2[N:17]=[C:23]([C:22]3[CH:26]=[CH:27][C:19]([F:18])=[CH:20][CH:21]=3)[O:16][N:15]=2)[CH2:9]1)=[O:7])([CH3:4])([CH3:2])[CH3:3], predict the reactants needed to synthesize it. The reactants are: [C:1]([O:5][C:6]([N:8]1[CH2:13][CH2:12][CH2:11][C@H:10]([C:14](=[NH:17])[NH:15][OH:16])[CH2:9]1)=[O:7])([CH3:4])([CH3:3])[CH3:2].[F:18][C:19]1[CH:27]=[CH:26][C:22]([C:23](O)=O)=[CH:21][CH:20]=1.C1C=CC2N(O)N=NC=2C=1.CCN=C=NCCCN(C)C.Cl.C(N(CC)CC)C. (4) Given the product [CH2:1]([C:3]1[CH:11]=[CH:10][CH:9]=[C:8]2[C:4]=1[CH2:5][CH2:6][CH:7]2[OH:12])[CH3:2], predict the reactants needed to synthesize it. The reactants are: [CH2:1]([C:3]1[CH:11]=[CH:10][CH:9]=[C:8]2[C:4]=1[CH2:5][CH2:6][C:7]2=[O:12])[CH3:2].[BH4-].[Na+].CO.O. (5) The reactants are: [OH:1][CH2:2][CH2:3][N:4]1[CH2:8][CH2:7][N:6]([C:9]2[C:13]([NH:14]C(=O)OC(C)(C)C)=[CH:12][N:11]([CH3:22])[N:10]=2)[C:5]1=[O:23].C(OC(=O)C)C.[ClH:30]. Given the product [ClH:30].[NH2:14][C:13]1[C:9]([N:6]2[CH2:7][CH2:8][N:4]([CH2:3][CH2:2][OH:1])[C:5]2=[O:23])=[N:10][N:11]([CH3:22])[CH:12]=1, predict the reactants needed to synthesize it. (6) Given the product [O:17]=[C:16]1[C:15]2[C:14](=[CH:22][CH:21]=[CH:20][CH:19]=2)[CH:12]([P:4](=[O:11])([O:8][CH3:9])[O:5][CH3:6])[O:18]1, predict the reactants needed to synthesize it. The reactants are: C[O-].[Na+].[P:4]([O-:11])([O:8][CH2:9]C)[O:5][CH2:6]C.[CH:12]([C:14]1[CH:22]=[CH:21][CH:20]=[CH:19][C:15]=1[C:16]([OH:18])=[O:17])=O.CS(O)(=O)=O.